From a dataset of TCR-epitope binding with 47,182 pairs between 192 epitopes and 23,139 TCRs. Binary Classification. Given a T-cell receptor sequence (or CDR3 region) and an epitope sequence, predict whether binding occurs between them. (1) The epitope is KLSALGINAV. The TCR CDR3 sequence is CSVDEGDEQFF. Result: 0 (the TCR does not bind to the epitope). (2) The epitope is ELAGIGILTV. The TCR CDR3 sequence is CASSQEETAVSGNTIYF. Result: 1 (the TCR binds to the epitope). (3) The epitope is FRYMNSQGL. The TCR CDR3 sequence is CASSVAGGYEQYF. Result: 0 (the TCR does not bind to the epitope).